This data is from Peptide-MHC class I binding affinity with 185,985 pairs from IEDB/IMGT. The task is: Regression. Given a peptide amino acid sequence and an MHC pseudo amino acid sequence, predict their binding affinity value. This is MHC class I binding data. (1) The peptide sequence is TQIQTRRSF. The MHC is HLA-A30:01 with pseudo-sequence HLA-A30:01. The binding affinity (normalized) is 0.0847. (2) The peptide sequence is YTGDFDSVI. The MHC is Mamu-A02 with pseudo-sequence Mamu-A02. The binding affinity (normalized) is 0.503. (3) The peptide sequence is YLGPTIRVW. The MHC is HLA-A33:01 with pseudo-sequence HLA-A33:01. The binding affinity (normalized) is 0.00912. (4) The binding affinity (normalized) is 0. The MHC is HLA-A02:03 with pseudo-sequence HLA-A02:03. The peptide sequence is ELVMDKNHAI. (5) The peptide sequence is VPSGDVVRF. The MHC is HLA-B58:01 with pseudo-sequence HLA-B58:01. The binding affinity (normalized) is 0.0847. (6) The binding affinity (normalized) is 0.213. The MHC is HLA-A01:01 with pseudo-sequence HLA-A01:01. The peptide sequence is MTACGRIVV. (7) The peptide sequence is RVDKLTQGR. The MHC is HLA-B58:01 with pseudo-sequence HLA-B58:01. The binding affinity (normalized) is 0.0847. (8) The peptide sequence is VSLVKPTVY. The MHC is HLA-A23:01 with pseudo-sequence HLA-A23:01. The binding affinity (normalized) is 0. (9) The peptide sequence is QTSTLYDFY. The MHC is HLA-B07:02 with pseudo-sequence HLA-B07:02. The binding affinity (normalized) is 0.0847. (10) The peptide sequence is APRELLQYI. The binding affinity (normalized) is 0.0847. The MHC is HLA-A69:01 with pseudo-sequence HLA-A69:01.